From a dataset of Full USPTO retrosynthesis dataset with 1.9M reactions from patents (1976-2016). Predict the reactants needed to synthesize the given product. (1) Given the product [OH:12][N:13]=[CH:7][C:6]1[CH:9]=[CH:10][CH:11]=[C:4]([N+:1]([O-:3])=[O:2])[CH:5]=1, predict the reactants needed to synthesize it. The reactants are: [N+:1]([C:4]1[CH:5]=[C:6]([CH:9]=[CH:10][CH:11]=1)[CH:7]=O)([O-:3])=[O:2].[OH:12][NH2:13].Cl.C([O-])([O-])=O.[Na+].[Na+]. (2) Given the product [Cl-:23].[OH:24][CH2:25][CH2:26][N+:27]1[C:36]2[C:31](=[CH:32][CH:33]=[CH:34][CH:35]=2)[C:30](/[CH:37]=[CH:21]/[C:17]2[CH:18]=[CH:19][C:20]3[N:8]([CH2:7][CH2:6][O:5][CH2:4][CH2:3][O:2][CH3:1])[C:9]4[C:14]([C:15]=3[CH:16]=2)=[CH:13][CH:12]=[CH:11][CH:10]=4)=[CH:29][CH:28]=1, predict the reactants needed to synthesize it. The reactants are: [CH3:1][O:2][CH2:3][CH2:4][O:5][CH2:6][CH2:7][N:8]1[C:20]2[CH:19]=[CH:18][C:17]([CH:21]=O)=[CH:16][C:15]=2[C:14]2[C:9]1=[CH:10][CH:11]=[CH:12][CH:13]=2.[Cl-:23].[OH:24][CH2:25][CH2:26][N+:27]1[C:36]2[C:31](=[CH:32][CH:33]=[CH:34][CH:35]=2)[C:30]([CH3:37])=[CH:29][CH:28]=1.N1CCCCC1. (3) Given the product [Br:1][C:2]1[N:3]=[C:4]2[CH:9]=[C:10]([C:11]3[C:16]([F:17])=[CH:15][CH:14]=[CH:13][C:12]=3[Cl:18])[NH:8][C:5]2=[N:6][CH:7]=1, predict the reactants needed to synthesize it. The reactants are: [Br:1][C:2]1[N:3]=[C:4]([C:9]#[C:10][C:11]2[C:16]([F:17])=[CH:15][CH:14]=[CH:13][C:12]=2[Cl:18])[C:5]([NH2:8])=[N:6][CH:7]=1.CC(C)([O-])C.[K+]. (4) Given the product [O:46]=[C:45]1[C:44]2[C:39](=[CH:40][CH:41]=[CH:42][CH:43]=2)[C:38](=[O:47])[N:37]1[CH2:36][C:35]1[CH:48]=[CH:49][CH:50]=[CH:51][C:34]=1[CH2:33][O:8][C:7]1[CH:6]=[C:5]([CH3:9])[N:4]([CH2:10][C:11]2[CH:12]=[C:13]([CH:23]=[CH:24][CH:25]=2)[CH2:14][NH:15][C:16](=[O:22])[O:17][C:18]([CH3:19])([CH3:20])[CH3:21])[C:3](=[O:26])[C:2]=1[Cl:1], predict the reactants needed to synthesize it. The reactants are: [Cl:1][C:2]1[C:3](=[O:26])[N:4]([CH2:10][C:11]2[CH:12]=[C:13]([CH:23]=[CH:24][CH:25]=2)[CH2:14][NH:15][C:16](=[O:22])[O:17][C:18]([CH3:21])([CH3:20])[CH3:19])[C:5]([CH3:9])=[CH:6][C:7]=1[OH:8].CN(C=O)C.Cl[CH2:33][C:34]1[CH:51]=[CH:50][CH:49]=[CH:48][C:35]=1[CH2:36][N:37]1[C:45](=[O:46])[C:44]2[C:39](=[CH:40][CH:41]=[CH:42][CH:43]=2)[C:38]1=[O:47].C(=O)([O-])[O-].[K+].[K+]. (5) Given the product [NH2:2][CH2:3][CH2:4][C:5]1[N:9]([C@@H:10]2[CH2:19][C:18]3[C:13](=[C:14]([F:21])[CH:15]=[C:16]([F:20])[CH:17]=3)[O:12][CH2:11]2)[C:8](=[S:22])[NH:7][CH:6]=1, predict the reactants needed to synthesize it. The reactants are: Cl.[NH2:2][CH2:3][CH2:4][C:5]1[N:9]([C@@H:10]2[CH2:19][C:18]3[C:13](=[C:14]([F:21])[CH:15]=[C:16]([F:20])[CH:17]=3)[O:12][CH2:11]2)[C:8](=[S:22])[NH:7][CH:6]=1.CC(O)C.ClCCl.[OH-].[Na+].